Dataset: Peptide-MHC class I binding affinity with 185,985 pairs from IEDB/IMGT. Task: Regression. Given a peptide amino acid sequence and an MHC pseudo amino acid sequence, predict their binding affinity value. This is MHC class I binding data. (1) The peptide sequence is LSHCWPWFK. The MHC is HLA-B18:01 with pseudo-sequence HLA-B18:01. The binding affinity (normalized) is 0.0847. (2) The peptide sequence is NTIEELSGY. The MHC is HLA-A02:19 with pseudo-sequence HLA-A02:19. The binding affinity (normalized) is 0.0847. (3) The MHC is HLA-B40:01 with pseudo-sequence HLA-B40:01. The binding affinity (normalized) is 0.651. The peptide sequence is RQMEGEGVL. (4) The peptide sequence is YRHDGGNVL. The MHC is HLA-B51:01 with pseudo-sequence HLA-B51:01. The binding affinity (normalized) is 0. (5) The peptide sequence is KSSRWRQQNTR. The MHC is Mamu-A02 with pseudo-sequence Mamu-A02. The binding affinity (normalized) is 0.190. (6) The peptide sequence is VIIMAINVFT. The MHC is HLA-A02:02 with pseudo-sequence HLA-A02:02. The binding affinity (normalized) is 0.467.